From a dataset of Forward reaction prediction with 1.9M reactions from USPTO patents (1976-2016). Predict the product of the given reaction. (1) Given the reactants [C:1]([N:20]1[CH:24]=[N:23][C:22]([CH2:25]O)=[N:21]1)([C:14]1[CH:19]=[CH:18][CH:17]=[CH:16][CH:15]=1)([C:8]1[CH:13]=[CH:12][CH:11]=[CH:10][CH:9]=1)[C:2]1[CH:7]=[CH:6][CH:5]=[CH:4][CH:3]=1.C1(P(C2C=CC=CC=2)C2C=CC=CC=2)C=CC=CC=1.CCOC(/N=N/C(OCC)=O)=O.[C:58]([NH:61][C:62]1[CH:67]=[CH:66][C:65]([CH2:68][C:69]([NH:71][C:72]2[C:73](=[O:88])[N:74]([CH2:80][C:81]3[CH:86]=[CH:85][CH:84]=[CH:83][C:82]=3[F:87])[C:75](=[O:79])[NH:76][C:77]=2[NH2:78])=[O:70])=[CH:64][CH:63]=1)(=[O:60])[CH3:59], predict the reaction product. The product is: [C:58]([NH:61][C:62]1[CH:63]=[CH:64][C:65]([CH2:68][C:69]([NH:71][C:72]2[C:73](=[O:88])[N:74]([CH2:80][C:81]3[CH:86]=[CH:85][CH:84]=[CH:83][C:82]=3[F:87])[C:75](=[O:79])[N:76]([CH2:25][C:22]3[N:23]=[CH:24][N:20]([C:1]([C:2]4[CH:7]=[CH:6][CH:5]=[CH:4][CH:3]=4)([C:8]4[CH:9]=[CH:10][CH:11]=[CH:12][CH:13]=4)[C:14]4[CH:19]=[CH:18][CH:17]=[CH:16][CH:15]=4)[N:21]=3)[C:77]=2[NH2:78])=[O:70])=[CH:66][CH:67]=1)(=[O:60])[CH3:59]. (2) Given the reactants Cl[C:2]1[CH:3]=[CH:4][CH:5]=[C:6]2[C:10]=1[C:9](=[O:11])[CH:8]([CH3:12])[CH2:7]2.[C:13]1(B(O)O)[CH:18]=[CH:17][CH:16]=[CH:15][CH:14]=1.C(=O)([O-])[O-].[Na+].[Na+].O, predict the reaction product. The product is: [CH3:12][CH:8]1[CH2:7][C:6]2[C:10](=[C:2]([C:13]3[CH:18]=[CH:17][CH:16]=[CH:15][CH:14]=3)[CH:3]=[CH:4][CH:5]=2)[C:9]1=[O:11]. (3) Given the reactants Cl[C:2]1[C:7]([O:8][CH3:9])=[C:6]([Cl:10])[N:5]=[CH:4][N:3]=1.[C:11]([O:15][C:16]([N:18]1[CH2:23][CH2:22][CH:21]([OH:24])[CH2:20][CH2:19]1)=[O:17])([CH3:14])([CH3:13])[CH3:12].CC(C)([O-])C.[K+].[Cl-].[NH4+], predict the reaction product. The product is: [C:11]([O:15][C:16]([N:18]1[CH2:23][CH2:22][CH:21]([O:24][C:2]2[C:7]([O:8][CH3:9])=[C:6]([Cl:10])[N:5]=[CH:4][N:3]=2)[CH2:20][CH2:19]1)=[O:17])([CH3:14])([CH3:12])[CH3:13]. (4) Given the reactants Cl[CH2:2][C:3]([NH:5][C:6]1[CH:11]=[CH:10][C:9]([C:12]([N:14]2[CH2:20][C:19]3([CH3:22])[CH2:21][CH:15]2[CH2:16][C:17]([CH3:24])([CH3:23])[CH2:18]3)=[O:13])=[CH:8][CH:7]=1)=[O:4].[NH:25]1[CH2:30][CH2:29][CH2:28][CH2:27][CH2:26]1.CCN(C(C)C)C(C)C, predict the reaction product. The product is: [N:25]1([CH2:2][C:3]([NH:5][C:6]2[CH:11]=[CH:10][C:9]([C:12]([N:14]3[CH2:20][C:19]4([CH3:22])[CH2:21][CH:15]3[CH2:16][C:17]([CH3:24])([CH3:23])[CH2:18]4)=[O:13])=[CH:8][CH:7]=2)=[O:4])[CH2:30][CH2:29][CH2:28][CH2:27][CH2:26]1. (5) Given the reactants C(=O)([O-])[O-].[K+].[K+].[Cl:7][C:8]1[CH:16]=[CH:15][C:14](F)=[CH:13][C:9]=1[C:10]([NH2:12])=[O:11].[CH3:18][N:19]([CH3:25])[C@@H:20]1[CH2:24][CH2:23][NH:22][CH2:21]1, predict the reaction product. The product is: [Cl:7][C:8]1[CH:16]=[CH:15][C:14]([N:22]2[CH2:23][CH2:24][C@@H:20]([N:19]([CH3:25])[CH3:18])[CH2:21]2)=[CH:13][C:9]=1[C:10]([NH2:12])=[O:11]. (6) Given the reactants [C:1]([O:5][C:6]([NH:8][CH2:9][CH2:10][C:11]([OH:13])=O)=[O:7])([CH3:4])([CH3:3])[CH3:2].[CH3:14][S:15]([NH2:18])(=[O:17])=[O:16].CCN=C=NCCCN(C)C, predict the reaction product. The product is: [CH3:14][S:15]([NH:18][C:11](=[O:13])[CH2:10][CH2:9][NH:8][C:6](=[O:7])[O:5][C:1]([CH3:4])([CH3:3])[CH3:2])(=[O:17])=[O:16]. (7) Given the reactants [CH3:1][C:2]1[NH:6][C:5]2[CH:7]=[C:8]([O:12][CH2:13][C:14]3[CH:23]=[CH:22][CH:21]=[CH:20][C:15]=3[C:16]([O:18][CH3:19])=[O:17])[CH:9]=[C:10]([CH3:11])[C:4]=2[N:3]=1.[Cl:24][C:25]1[CH:32]=[C:31]([O:33][CH2:34][CH3:35])[CH:30]=[CH:29][C:26]=1[CH2:27]Br, predict the reaction product. The product is: [Cl:24][C:25]1[CH:32]=[C:31]([O:33][CH2:34][CH3:35])[CH:30]=[CH:29][C:26]=1[CH2:27][N:6]1[C:5]2[CH:7]=[C:8]([O:12][CH2:13][C:14]3[CH:23]=[CH:22][CH:21]=[CH:20][C:15]=3[C:16]([O:18][CH3:19])=[O:17])[CH:9]=[C:10]([CH3:11])[C:4]=2[N:3]=[C:2]1[CH3:1]. (8) The product is: [C:1]([C:3]1[C:8]([O:9][C:10]2[CH:11]=[CH:12][C:13]([O:16][C:30](=[O:31])[N:29]([C:26]3[CH:27]=[CH:28][C:23]([Cl:22])=[CH:24][CH:25]=3)[CH3:38])=[CH:14][CH:15]=2)=[CH:7][C:6]([C:17]([F:20])([F:18])[F:19])=[CH:5][N:4]=1)#[N:2]. Given the reactants [C:1]([C:3]1[C:8]([O:9][C:10]2[CH:15]=[CH:14][C:13]([OH:16])=[CH:12][CH:11]=2)=[CH:7][C:6]([C:17]([F:20])([F:19])[F:18])=[CH:5][N:4]=1)#[N:2].[I-].[Cl:22][C:23]1[CH:28]=[CH:27][C:26]([N:29]([CH3:38])[C:30](N2C=C[N+](C)=C2)=[O:31])=[CH:25][CH:24]=1, predict the reaction product.